From a dataset of Reaction yield outcomes from USPTO patents with 853,638 reactions. Predict the reaction yield, written as a fraction of the theoretical maximum amount of product (1.0 means a 100% yield; for example, 0.34 means a 34% yield). The reactants are [Cl:1][C:2]1[N:7]=[C:6]([NH:8][CH3:9])[C:5]([CH:10]=O)=[CH:4][N:3]=1.[NH2:12][C:13]1[CH:14]=[C:15]([NH:20][C:21](=[O:32])[C:22]2[CH:27]=[CH:26][CH:25]=[C:24]([C:28]([F:31])([F:30])[F:29])[CH:23]=2)[CH:16]=[CH:17][C:18]=1[CH3:19].C([BH3-])#N.[Na+].C(O)(=O)C. The catalyst is CO.C(Cl)(Cl)Cl. The product is [Cl:1][C:2]1[N:7]=[C:6]([NH:8][CH3:9])[C:5]([CH2:10][NH:12][C:13]2[CH:14]=[C:15]([NH:20][C:21](=[O:32])[C:22]3[CH:27]=[CH:26][CH:25]=[C:24]([C:28]([F:29])([F:30])[F:31])[CH:23]=3)[CH:16]=[CH:17][C:18]=2[CH3:19])=[CH:4][N:3]=1. The yield is 0.640.